From a dataset of Full USPTO retrosynthesis dataset with 1.9M reactions from patents (1976-2016). Predict the reactants needed to synthesize the given product. (1) Given the product [ClH:50].[NH2:1][CH2:4][CH2:5][CH2:6][C:7]#[C:8][C:9]1[CH:14]=[CH:13][C:12]([CH:15]([CH3:24])[CH2:16][NH:17][S:18]([CH:21]([CH3:23])[CH3:22])(=[O:20])=[O:19])=[CH:11][CH:10]=1, predict the reactants needed to synthesize it. The reactants are: [N:1]([CH2:4][CH2:5][CH2:6][C:7]#[C:8][C:9]1[CH:14]=[CH:13][C:12]([CH:15]([CH3:24])[CH2:16][NH:17][S:18]([CH:21]([CH3:23])[CH3:22])(=[O:20])=[O:19])=[CH:11][CH:10]=1)=[N+]=[N-].C1C=CC(P(C2C=CC=CC=2)C2C=CC=CC=2)=CC=1.CCOCC.C(Cl)[Cl:50]. (2) The reactants are: [CH:1]([N-]C(C)C)(C)[CH3:2].[Li+].CN1CCCN(C)C1=O.[F:18][C:19]1[CH:20]=[C:21]2[C:26](=[CH:27][CH:28]=1)[N:25]=[CH:24][CH:23]=[C:22]2[CH:29]1[CH2:34][CH2:33][CH:32]([CH2:35][C:36]([O:38][CH2:39][CH3:40])=[O:37])[CH2:31][CH2:30]1.ICC. Given the product [F:18][C:19]1[CH:20]=[C:21]2[C:26](=[CH:27][CH:28]=1)[N:25]=[CH:24][CH:23]=[C:22]2[CH:29]1[CH2:30][CH2:31][CH:32]([CH:35]([CH2:1][CH3:2])[C:36]([O:38][CH2:39][CH3:40])=[O:37])[CH2:33][CH2:34]1, predict the reactants needed to synthesize it. (3) The reactants are: Cl[C:2]1[C:7]([CH:8]=O)=[CH:6][N:5]=[C:4]2[NH:10][CH:11]=[CH:12][C:3]=12.Cl.[CH2:14]([N:21]1[CH2:26][CH2:25][CH2:24][CH:23]([NH:27][NH2:28])[CH2:22]1)[C:15]1[CH:20]=[CH:19][CH:18]=[CH:17][CH:16]=1. Given the product [CH2:14]([N:21]1[CH2:26][CH2:25][CH2:24][CH:23]([N:27]2[C:2]3=[C:3]4[CH:12]=[CH:11][NH:10][C:4]4=[N:5][CH:6]=[C:7]3[CH:8]=[N:28]2)[CH2:22]1)[C:15]1[CH:16]=[CH:17][CH:18]=[CH:19][CH:20]=1, predict the reactants needed to synthesize it. (4) The reactants are: [Cl:1][C:2]1[C:3]([O:12][C:13]2[CH:18]=[C:17]([OH:19])[CH:16]=[CH:15][C:14]=2/[CH:20]=[CH:21]/[C:22]([O:24][CH2:25][CH3:26])=[O:23])=[N:4][CH:5]=[C:6]([C:8]([F:11])([F:10])[F:9])[CH:7]=1.C(=O)([O-])[O-].[K+].[K+].[I-].[Na+].Br[CH2:36][CH2:37][CH:38]1[O:42][CH2:41][CH2:40][O:39]1. Given the product [Cl:1][C:2]1[C:3]([O:12][C:13]2[CH:18]=[C:17]([O:19][CH2:36][CH2:37][CH:38]3[O:42][CH2:41][CH2:40][O:39]3)[CH:16]=[CH:15][C:14]=2/[CH:20]=[CH:21]/[C:22]([O:24][CH2:25][CH3:26])=[O:23])=[N:4][CH:5]=[C:6]([C:8]([F:9])([F:11])[F:10])[CH:7]=1, predict the reactants needed to synthesize it. (5) Given the product [Cl:20][C:17]1[CH:16]=[CH:15][N:14]=[C:13]2[CH:12]=[C:11]([C:9]3[S:10][C:6]([C:4]([OH:5])=[O:3])=[C:7]([CH3:21])[N:8]=3)[S:19][C:18]=12, predict the reactants needed to synthesize it. The reactants are: C([O:3][C:4]([C:6]1[S:10][C:9]([C:11]2[S:19][C:18]3[C:13](=[N:14][CH:15]=[CH:16][C:17]=3[Cl:20])[CH:12]=2)=[N:8][C:7]=1[CH3:21])=[O:5])C.C1COCC1.[OH-].[K+].Cl. (6) Given the product [F:1][C:2]1[C:10]2[CH2:9][CH2:8][CH2:7][CH2:6][C:5]=2[N:4]2[CH2:11][CH2:12][N:13]([C:16]3[C:17]([CH2:18][OH:19])=[C:20]([C:24]4[CH:29]=[C:28]([NH:30][C:31]5[S:32][C:33]6[CH2:34][N:35]([CH3:40])[CH2:36][CH2:37][C:38]=6[N:39]=5)[C:27](=[O:41])[N:26]([CH3:42])[CH:25]=4)[CH:21]=[CH:22][N:23]=3)[C:14](=[O:15])[C:3]=12, predict the reactants needed to synthesize it. The reactants are: [F:1][C:2]1[C:10]2[CH2:9][CH2:8][CH2:7][CH2:6][C:5]=2[N:4]2[CH2:11][CH2:12][N:13]([C:16]3[N:23]=[CH:22][CH:21]=[C:20]([C:24]4[CH:29]=[C:28]([NH:30][C:31]5[S:32][C:33]6[CH2:34][N:35]([CH3:40])[CH2:36][CH2:37][C:38]=6[N:39]=5)[C:27](=[O:41])[N:26]([CH3:42])[CH:25]=4)[C:17]=3[CH:18]=[O:19])[C:14](=[O:15])[C:3]=12.[BH4-].[Na+]. (7) Given the product [Cl:55][C:56]1[S:60][CH:59]=[C:58]([S:61]([NH:64][C:21]([CH:18]2[CH2:17][CH2:16][N:15]([C:4]3[C:3]([C:1]#[N:2])=[CH:8][C:7]([C:9]([O:11][CH2:12][CH3:13])=[O:10])=[C:6]([CH3:14])[N:5]=3)[CH2:20][CH2:19]2)=[O:23])(=[O:63])=[O:62])[CH:57]=1, predict the reactants needed to synthesize it. The reactants are: [C:1]([C:3]1[C:4]([N:15]2[CH2:20][CH2:19][CH:18]([C:21]([OH:23])=O)[CH2:17][CH2:16]2)=[N:5][C:6]([CH3:14])=[C:7]([C:9]([O:11][CH2:12][CH3:13])=[O:10])[CH:8]=1)#[N:2].CN(C(ON1N=NC2C=CC=CC1=2)=[N+](C)C)C.[B-](F)(F)(F)F.CCN(C(C)C)C(C)C.[Cl:55][C:56]1[S:60][CH:59]=[C:58]([S:61]([NH2:64])(=[O:63])=[O:62])[CH:57]=1.OS([O-])(=O)=O.[K+]. (8) Given the product [CH:1]([O:3][C:4](=[O:28])[CH2:5][CH2:6][CH2:7][CH2:8][C:9]1[CH:18]=[CH:17][C:16]2[C:11](=[CH:12][C:13]([N:20]3[CH2:24][C:23](=[O:25])[NH:22][S:21]3(=[O:26])=[O:27])=[C:14]([OH:19])[CH:15]=2)[CH:10]=1)([CH3:29])[CH3:2], predict the reactants needed to synthesize it. The reactants are: [CH2:1]([O:3][C:4](=[O:28])[CH2:5][CH2:6][CH2:7][CH2:8][C:9]1[CH:18]=[CH:17][C:16]2[C:11](=[CH:12][C:13]([N:20]3[CH2:24][C:23](=[O:25])[NH:22][S:21]3(=[O:27])=[O:26])=[C:14]([OH:19])[CH:15]=2)[CH:10]=1)[CH3:2].[CH3:29]C([O-])(C)C.[K+]. (9) The reactants are: [Cl:1][C:2]1[CH:7]=[CH:6][CH:5]=[CH:4][C:3]=1[N:8]=[C:9]=[O:10].[CH3:11][CH:12]([CH3:35])[CH:13]([NH:18][C:19]([C:21]1[S:22][C:23]([C:26]2[CH:31]=[CH:30][C:29]([N+:32]([O-])=O)=[CH:28][CH:27]=2)=[CH:24][N:25]=1)=[O:20])[C:14]([O:16][CH3:17])=[O:15]. Given the product [Cl:1][C:2]1[CH:7]=[CH:6][CH:5]=[CH:4][C:3]=1[NH:8][C:9](=[O:10])[NH:32][C:29]1[CH:30]=[CH:31][C:26]([C:23]2[S:22][C:21]([C:19]([NH:18][CH:13]([CH:12]([CH3:35])[CH3:11])[C:14]([O:16][CH3:17])=[O:15])=[O:20])=[N:25][CH:24]=2)=[CH:27][CH:28]=1, predict the reactants needed to synthesize it. (10) Given the product [C:13]([C:12]1[C:11]([CH:9]=[O:10])=[CH:19][NH:18][N:17]=1)([CH3:16])([CH3:15])[CH3:14], predict the reactants needed to synthesize it. The reactants are: P(Cl)(Cl)(Cl)=O.CN([CH:9]=[O:10])C.[CH3:11][C:12](=[N:17][NH:18][C:19](N)=O)[C:13]([CH3:16])([CH3:15])[CH3:14].[OH-].[Na+].